Task: Predict the reaction yield, written as a fraction of the theoretical maximum amount of product (1.0 means a 100% yield; for example, 0.34 means a 34% yield).. Dataset: Reaction yield outcomes from USPTO patents with 853,638 reactions (1) The reactants are [C:1]1([C:7]2[CH:12]=[C:11]([CH:13]3[CH2:18][C:17](=[O:19])[N:16]([CH3:20])[C:15](=[O:21])[CH2:14]3)[CH:10]=[CH:9][C:8]=2[NH:22][C:23]([C:25]2[N:26](COCC[Si](C)(C)C)[CH:27]=[C:28]([C:30]#[N:31])[N:29]=2)=[O:24])[CH2:6][CH2:5][CH2:4][CH2:3][CH:2]=1.CO.C(O)(C(F)(F)F)=O. The catalyst is C(Cl)Cl. The product is [C:1]1([C:7]2[CH:12]=[C:11]([CH:13]3[CH2:18][C:17](=[O:19])[N:16]([CH3:20])[C:15](=[O:21])[CH2:14]3)[CH:10]=[CH:9][C:8]=2[NH:22][C:23]([C:25]2[NH:26][CH:27]=[C:28]([C:30]#[N:31])[N:29]=2)=[O:24])[CH2:6][CH2:5][CH2:4][CH2:3][CH:2]=1. The yield is 0.0800. (2) The reactants are [Li+].[OH-:2].[C:3]([O:7][C:8]([N:10]([C@H:20]1[CH2:44][CH2:43][C@@:42]2([CH3:45])[C:22](=[CH:23][CH2:24][C@@H:25]3[C@@H:41]2[CH2:40][CH2:39][C@@:38]2([CH3:46])[C@H:26]3[CH2:27][CH2:28][C@@H:29]2[C@H:30]([CH3:37])[CH2:31][CH2:32][CH2:33][CH:34]([CH3:36])[CH3:35])[CH2:21]1)[CH2:11][CH2:12][CH2:13][CH2:14]C(OCC)=O)=[O:9])([CH3:6])([CH3:5])[CH3:4].C1C=CC2N(O)N=NC=2C=1.[CH2:57](Cl)[CH2:58]Cl.CC(CCC[C@H]([C@@H]1[C@]2(C)[C@H]([C@H]3[C@H](CC2)[C@]2(C)C(C[C@@H](N[CH2:89][CH2:90][CH2:91][NH:92][C:93](=[O:122])[CH2:94][CH2:95][NH:96][C:97](=[O:121])CCNC(=O)CCCCCNC4C5=NON=C5C([N+]([O-])=O)=CC=4)CC2)=CC3)CC1)C)C.C[OH:124]. The catalyst is C1COCC1.C(Cl)Cl. The product is [CH3:35][CH:34]([CH2:33][CH2:32][CH2:31][C@H:30]([C@@H:29]1[C@:38]2([CH3:46])[C@H:26]([C@H:25]3[C@H:41]([CH2:40][CH2:39]2)[C@:42]2([CH3:45])[C:22]([CH2:21][C@@H:20]([N:10]([CH2:11][CH2:12][CH2:13][CH2:14][C:97](=[O:121])[NH:96][CH2:95][CH2:94][C:93](=[O:122])[NH:92][CH2:91][CH2:90][C:89]([O:124][CH2:57][CH3:58])=[O:2])[C:8](=[O:9])[O:7][C:3]([CH3:6])([CH3:5])[CH3:4])[CH2:44][CH2:43]2)=[CH:23][CH2:24]3)[CH2:27][CH2:28]1)[CH3:37])[CH3:36]. The yield is 0.860. (3) The reactants are Br[CH2:2][C:3]([C:5]1[CH:14]=[CH:13][C:12]2[C:7](=[CH:8][CH:9]=[C:10]([Br:15])[CH:11]=2)[CH:6]=1)=[O:4].[C:16]([O:20][C:21]([N:23]1[CH2:27][C:26]([F:29])([F:28])[CH2:25][CH:24]1[C:30]([OH:32])=[O:31])=[O:22])([CH3:19])([CH3:18])[CH3:17].CCN(CC)CC. The catalyst is CC#N. The product is [C:16]([O:20][C:21]([N:23]1[CH2:27][C:26]([F:28])([F:29])[CH2:25][CH:24]1[C:30]([O:32][CH2:2][C:3]([C:5]1[CH:14]=[CH:13][C:12]2[C:7](=[CH:8][CH:9]=[C:10]([Br:15])[CH:11]=2)[CH:6]=1)=[O:4])=[O:31])=[O:22])([CH3:19])([CH3:17])[CH3:18]. The yield is 0.830. (4) The reactants are [C:1]1([CH2:7][C:8]([OH:10])=[O:9])[CH:6]=[CH:5][CH:4]=[CH:3][CH:2]=1.[OH-].[Na+].Br[CH2:14][C:15]([C:17]1[CH:22]=[CH:21][C:20]([S:23][CH3:24])=[C:19]([F:25])[CH:18]=1)=O.S(=O)(=O)(O)O. The yield is 0.310. The product is [F:25][C:19]1[CH:18]=[C:17]([C:15]2[CH2:14][O:9][C:8](=[O:10])[C:7]=2[C:1]2[CH:6]=[CH:5][CH:4]=[CH:3][CH:2]=2)[CH:22]=[CH:21][C:20]=1[S:23][CH3:24]. The catalyst is CN(C)C=O.C(Cl)Cl.C(OCC)(=O)C. (5) The reactants are [Cl-].O[NH3+:3].[C:4](=[O:7])([O-])[OH:5].[Na+].CS(C)=O.[CH2:13]([C:17]1[N:18]=[C:19]([CH2:48][CH3:49])[N:20]([C:39]2[CH:40]=[CH:41][C:42]3[O:46][CH2:45][CH2:44][C:43]=3[CH:47]=2)[C:21](=[O:38])[C:22]=1[CH2:23][C:24]1[CH:29]=[CH:28][C:27]([C:30]2[C:31]([C:36]#[N:37])=[CH:32][CH:33]=[CH:34][CH:35]=2)=[CH:26][CH:25]=1)[CH2:14][CH2:15][CH3:16]. The catalyst is C(OCC)(=O)C. The product is [CH2:13]([C:17]1[N:18]=[C:19]([CH2:48][CH3:49])[N:20]([C:39]2[CH:40]=[CH:41][C:42]3[O:46][CH2:45][CH2:44][C:43]=3[CH:47]=2)[C:21](=[O:38])[C:22]=1[CH2:23][C:24]1[CH:25]=[CH:26][C:27]([C:30]2[CH:35]=[CH:34][CH:33]=[CH:32][C:31]=2[C:36]2[NH:3][C:4](=[O:7])[O:5][N:37]=2)=[CH:28][CH:29]=1)[CH2:14][CH2:15][CH3:16]. The yield is 0.750. (6) The reactants are [F:1][C:2]1[CH:9]=[CH:8][C:7]([S:10]([N:13]2[CH2:18][CH2:17][N:16]([C:19]3[CH:24]=[CH:23][C:22]([F:25])=[CH:21][C:20]=3[C:26]([F:29])([F:28])[F:27])[CH2:15][C@H:14]2[CH3:30])(=[O:12])=[O:11])=[CH:6][C:3]=1[C:4]#[N:5].C(O)(C(F)(F)F)=[O:32].OS(O)(=O)=O.[OH-].[Na+]. No catalyst specified. The product is [F:1][C:2]1[CH:9]=[CH:8][C:7]([S:10]([N:13]2[CH2:18][CH2:17][N:16]([C:19]3[CH:24]=[CH:23][C:22]([F:25])=[CH:21][C:20]=3[C:26]([F:27])([F:29])[F:28])[CH2:15][C@H:14]2[CH3:30])(=[O:12])=[O:11])=[CH:6][C:3]=1[C:4]([NH2:5])=[O:32]. The yield is 0.584. (7) The reactants are [CH3:1][O:2][C:3](=[O:26])[C:4]1[CH:18]=[C:17]([NH:19][C:20](=[O:25])[CH2:21][CH2:22][CH2:23]Cl)[CH:16]=[C:6]([C:7]([N:9]([CH2:13][CH2:14][CH3:15])[CH2:10][CH2:11][CH3:12])=[O:8])[CH:5]=1.[H-].[Na+]. The catalyst is CCOC(C)=O. The product is [CH3:1][O:2][C:3](=[O:26])[C:4]1[CH:18]=[C:17]([N:19]2[CH2:23][CH2:22][CH2:21][C:20]2=[O:25])[CH:16]=[C:6]([C:7]([N:9]([CH2:13][CH2:14][CH3:15])[CH2:10][CH2:11][CH3:12])=[O:8])[CH:5]=1. The yield is 0.910. (8) The reactants are [OH:1][C@H:2]1[CH2:19][N:5]2[C:6](=[O:18])[CH2:7][CH2:8][N:9]([C:11]([O:13][C:14]([CH3:17])([CH3:16])[CH3:15])=[O:12])[CH2:10][C@H:4]2[CH2:3]1.CC(C)([O-])C.[K+].Br[C:27]1[CH:32]=[N:31][C:30]([CH:33]2[CH2:35][CH2:34]2)=[CH:29][N:28]=1.CO. The yield is 0.580. The catalyst is O1CCCC1. The product is [CH:33]1([C:30]2[N:31]=[CH:32][C:27]([O:1][C@H:2]3[CH2:19][N:5]4[C:6](=[O:18])[CH2:7][CH2:8][N:9]([C:11]([O:13][C:14]([CH3:15])([CH3:16])[CH3:17])=[O:12])[CH2:10][C@H:4]4[CH2:3]3)=[N:28][CH:29]=2)[CH2:35][CH2:34]1. (9) The reactants are O=P12OP3(OP(OP(O3)(O1)=O)(=O)O2)=O.[O:15]=[C:16]1[C:21]2=[CH:22][C:23]3[CH:24]=[CH:25][C:26]([C:29]([OH:31])=O)=[CH:27][C:28]=3[N:20]2[CH2:19][CH2:18][NH:17]1.[NH2:32][C:33]1[C:38]([N+:39]([O-:41])=[O:40])=[C:37]([CH3:42])[CH:36]=[CH:35][C:34]=1O. The catalyst is CS(O)(=O)=O.O. The product is [CH3:42][C:37]1[CH:36]=[CH:35][C:34]2[O:31][C:29]([C:26]3[CH:25]=[CH:24][C:23]4[CH:22]=[C:21]5[C:16](=[O:15])[NH:17][CH2:18][CH2:19][N:20]5[C:28]=4[CH:27]=3)=[N:32][C:33]=2[C:38]=1[N+:39]([O-:41])=[O:40]. The yield is 0.440.